From a dataset of Reaction yield outcomes from USPTO patents with 853,638 reactions. Predict the reaction yield, written as a fraction of the theoretical maximum amount of product (1.0 means a 100% yield; for example, 0.34 means a 34% yield). (1) The reactants are FC(F)(F)C(O)=O.[Cl:8][C:9]1[CH:14]=[C:13]([Cl:15])[CH:12]=[CH:11][C:10]=1[C@H:16]([N:18]1[C:22]2[CH:23]=[C:24]([N:27]3[CH2:32][CH2:31][N:30]([C:33]([C@H:35]4[CH2:39][CH2:38][CH2:37][N:36]4C(OC(C)(C)C)=O)=[O:34])[C@H:29]([CH3:47])[CH2:28]3)[CH:25]=[CH:26][C:21]=2[N:20]=[CH:19]1)[CH3:17]. The catalyst is ClCCl. The product is [Cl:8][C:9]1[CH:14]=[C:13]([Cl:15])[CH:12]=[CH:11][C:10]=1[C@H:16]([N:18]1[C:22]2[CH:23]=[C:24]([N:27]3[CH2:32][CH2:31][N:30]([C:33]([C@H:35]4[CH2:39][CH2:38][CH2:37][NH:36]4)=[O:34])[C@H:29]([CH3:47])[CH2:28]3)[CH:25]=[CH:26][C:21]=2[N:20]=[CH:19]1)[CH3:17]. The yield is 0.120. (2) The reactants are [Br:1][C:2]1[CH:9]=[CH:8][CH:7]=[C:6]([Br:10])[C:3]=1[CH:4]=[O:5].[CH:11](O)([OH:14])[CH2:12][CH3:13].C(OC(OCC)OCC)C.[OH-].[Na+]. The catalyst is C(Cl)Cl.[Cl-].[Cl-].[Cl-].[Cl-].[Zr+4]. The product is [Br:1][C:2]1[CH:9]=[CH:8][CH:7]=[C:6]([Br:10])[C:3]=1[CH:4]1[O:14][CH2:11][CH2:12][CH2:13][O:5]1. The yield is 0.980. (3) The reactants are [OH:1][C@H:2]1[CH:7]([NH:8][C:9]([C:11]2[C:15]([NH:16][C:17]([C:19]3[CH:24]=[CH:23][CH:22]=[C:21]([C:25]4[CH:26]=[N:27][N:28]([CH2:30][CH2:31]Cl)[CH:29]=4)[N:20]=3)=[O:18])=[CH:14][N:13]([CH3:33])[N:12]=2)=[O:10])[CH2:6][CH2:5][NH:4][CH2:3]1.[C:34]([O-])([O-:36])=[O:35].[Cs+].[Cs+].[I-].[K+]. The catalyst is CS(C)=O. The product is [OH:1][CH:2]1[CH:7]2[CH2:6][CH2:5][N:4]([C:34](=[O:35])[O:36][CH2:31][CH2:30][N:28]3[CH:29]=[C:25]([C:21]4[N:20]=[C:19]([C:17](=[O:18])[NH:16][C:15]5[C:11]([C:9](=[O:10])[NH:8]2)=[N:12][N:13]([CH3:33])[CH:14]=5)[CH:24]=[CH:23][CH:22]=4)[CH:26]=[N:27]3)[CH2:3]1. The yield is 0.236.